Dataset: Full USPTO retrosynthesis dataset with 1.9M reactions from patents (1976-2016). Task: Predict the reactants needed to synthesize the given product. (1) Given the product [CH3:14][N:15]([CH3:16])[C:6](=[O:7])[C:5]1[CH:9]=[CH:10][C:2]([Cl:1])=[C:3]([N+:11]([O-:13])=[O:12])[CH:4]=1, predict the reactants needed to synthesize it. The reactants are: [Cl:1][C:2]1[CH:10]=[CH:9][C:5]([C:6](Cl)=[O:7])=[CH:4][C:3]=1[N+:11]([O-:13])=[O:12].[CH3:14][NH:15][CH3:16].C(=O)(O)[O-].[Na+].O. (2) Given the product [CH3:32][CH2:31][CH2:30][N:22]([C@@H:16]1[CH2:17][C:18]2[CH:19]=[CH:20][CH:21]=[C:12]([OH:11])[C:13]=2[CH2:14][CH2:15]1)[CH2:23][CH2:24][C:25]1[S:26][CH:27]=[CH:28][CH:29]=1.[ClH:1], predict the reactants needed to synthesize it. The reactants are: [Cl-:1].[Al+3].[Cl-].[Cl-].NC(N)=S.Cl.C[O:11][C:12]1[CH:21]=[CH:20][CH:19]=[C:18]2[C:13]=1[CH2:14][CH2:15][C@H:16]([N:22]([CH2:30][CH2:31][CH3:32])[CH2:23][CH2:24][C:25]1[S:26][CH:27]=[CH:28][CH:29]=1)[CH2:17]2.N. (3) Given the product [NH2:26][C:23]1[CH:24]=[CH:25][C:20]([O:19][C:13]2[C:12]3[C:17](=[CH:18][C:9]([OH:8])=[C:10]([O:30][CH3:31])[CH:11]=3)[N:16]=[CH:15][CH:14]=2)=[CH:21][C:22]=1[F:29], predict the reactants needed to synthesize it. The reactants are: C([O:8][C:9]1[CH:18]=[C:17]2[C:12]([C:13]([O:19][C:20]3[CH:25]=[CH:24][C:23]([N+:26]([O-])=O)=[C:22]([F:29])[CH:21]=3)=[CH:14][CH:15]=[N:16]2)=[CH:11][C:10]=1[O:30][CH3:31])C1C=CC=CC=1.[H][H].